From a dataset of Reaction yield outcomes from USPTO patents with 853,638 reactions. Predict the reaction yield, written as a fraction of the theoretical maximum amount of product (1.0 means a 100% yield; for example, 0.34 means a 34% yield). (1) The reactants are [OH-].[Na+].[Cl:3][C:4]1[CH:9]=[CH:8][CH:7]=[C:6]([Cl:10])[C:5]=1[C:11]1[C:15]([CH2:16][O:17][C:18]2[CH:23]=[CH:22][C:21]([C:24]3[CH:25]=[C:26]4[C:31](=[CH:32][CH:33]=3)[N:30]=[C:29]([C:34]([O:36]CC)=[O:35])[CH:28]=[CH:27]4)=[CH:20][C:19]=2[CH3:39])=[C:14]([CH:40]([CH3:42])[CH3:41])[O:13][N:12]=1.Cl.O. The catalyst is O1CCCC1.CO. The product is [Cl:10][C:6]1[CH:7]=[CH:8][CH:9]=[C:4]([Cl:3])[C:5]=1[C:11]1[C:15]([CH2:16][O:17][C:18]2[CH:23]=[CH:22][C:21]([C:24]3[CH:25]=[C:26]4[C:31](=[CH:32][CH:33]=3)[N:30]=[C:29]([C:34]([OH:36])=[O:35])[CH:28]=[CH:27]4)=[CH:20][C:19]=2[CH3:39])=[C:14]([CH:40]([CH3:42])[CH3:41])[O:13][N:12]=1. The yield is 0.990. (2) The reactants are [Br:1][C:2]1[CH:7]=[CH:6][C:5]([Cl:8])=[C:4]([CH2:9][C:10]2[CH:15]=[CH:14][C:13]([O:16]CC)=[CH:12][CH:11]=2)[CH:3]=1.B(Br)(Br)Br. The catalyst is ClCCl. The product is [Br:1][C:2]1[CH:7]=[CH:6][C:5]([Cl:8])=[C:4]([CH:3]=1)[CH2:9][C:10]1[CH:15]=[CH:14][C:13]([OH:16])=[CH:12][CH:11]=1. The yield is 0.680. (3) The catalyst is C(Cl)Cl. The yield is 0.550. The reactants are [NH2:1][C:2]1([CH2:14][OH:15])[CH2:6][CH2:5][N:4]([CH2:7][C:8]2[CH:13]=[CH:12][CH:11]=[CH:10][CH:9]=2)[CH2:3]1.[CH3:16][C:17]([O:20][C:21](O[C:21]([O:20][C:17]([CH3:19])([CH3:18])[CH3:16])=[O:22])=[O:22])([CH3:19])[CH3:18]. The product is [CH2:7]([N:4]1[CH2:5][CH2:6][C:2]([NH:1][C:21](=[O:22])[O:20][C:17]([CH3:19])([CH3:18])[CH3:16])([CH2:14][OH:15])[CH2:3]1)[C:8]1[CH:9]=[CH:10][CH:11]=[CH:12][CH:13]=1. (4) The reactants are [S:1]1[CH:5]=[CH:4][CH:3]=[C:2]1[C:6](Cl)=[O:7].[CH2:9]([N:16]1[C:25]2[C:20](=[CH:21][C:22]([F:26])=[CH:23][CH:24]=2)[C:19]([N:27]2[CH2:32][CH2:31][NH:30][CH2:29][CH2:28]2)=[C:18]([C:33]#[N:34])[C:17]1=[O:35])[C:10]1[CH:15]=[CH:14][CH:13]=[CH:12][CH:11]=1. The catalyst is N1C=CC=CC=1. The product is [CH2:9]([N:16]1[C:25]2[C:20](=[CH:21][C:22]([F:26])=[CH:23][CH:24]=2)[C:19]([N:27]2[CH2:32][CH2:31][N:30]([C:6]([C:2]3[S:1][CH:5]=[CH:4][CH:3]=3)=[O:7])[CH2:29][CH2:28]2)=[C:18]([C:33]#[N:34])[C:17]1=[O:35])[C:10]1[CH:15]=[CH:14][CH:13]=[CH:12][CH:11]=1. The yield is 0.760. (5) The reactants are [CH:1]([O:4][C:5]1[CH:6]=[C:7]([CH:17]=[C:18]([O:20][C:21]2[CH:26]=[CH:25][CH:24]=[CH:23][CH:22]=2)[CH:19]=1)[C:8]([NH:10][C:11]1[S:12][C:13](Br)=[CH:14][N:15]=1)=[O:9])([CH3:3])[CH3:2].[SH:27][CH2:28][C:29]([O:31][CH3:32])=[O:30]. No catalyst specified. The product is [CH3:32][O:31][C:29](=[O:30])[CH2:28][S:27][C:13]1[S:12][C:11]([NH:10][C:8](=[O:9])[C:7]2[CH:17]=[C:18]([O:20][C:21]3[CH:26]=[CH:25][CH:24]=[CH:23][CH:22]=3)[CH:19]=[C:5]([O:4][CH:1]([CH3:3])[CH3:2])[CH:6]=2)=[N:15][CH:14]=1. The yield is 0.260. (6) The reactants are C([O-])([O-])=O.[Na+].[Na+].CC(C)=O.O([C:19]([O:21][C:22]([CH3:25])([CH3:24])[CH3:23])=[O:20])[C:19]([O:21][C:22]([CH3:25])([CH3:24])[CH3:23])=[O:20].C[O:27][C:28]1[CH:29]=[C:30]([NH:34]C2N=C(NC3CCCC(C(=O)C=C(C)C)C3)C(C(F)(F)F)=CN=2)[CH:31]=[CH:32][CH:33]=1. The catalyst is O. The product is [C:22]([O:21][C:19](=[O:20])[NH:34][C:30]1[CH:31]=[CH:32][CH:33]=[C:28]([OH:27])[CH:29]=1)([CH3:23])([CH3:24])[CH3:25]. The yield is 0.850. (7) The reactants are [CH2:1]([S:3]([N:6]1[CH2:11][CH2:10][CH:9]([C:12]2[C:20]3[C:15](=[C:16]([C:29]([NH2:31])=[O:30])[CH:17]=[C:18]([C:21]4[CH:26]=[CH:25][CH:24]=[C:23]([CH:27]=O)[CH:22]=4)[CH:19]=3)[NH:14][CH:13]=2)[CH2:8][CH2:7]1)(=[O:5])=[O:4])[CH3:2].[S:32]1[CH:36]=[CH:35][C:34]([CH2:37][NH2:38])=[CH:33]1.[BH-](OC(C)=O)(OC(C)=O)OC(C)=O.[Na+]. No catalyst specified. The product is [CH2:1]([S:3]([N:6]1[CH2:7][CH2:8][CH:9]([C:12]2[C:20]3[C:15](=[C:16]([C:29]([NH2:31])=[O:30])[CH:17]=[C:18]([C:21]4[CH:26]=[CH:25][CH:24]=[C:23]([CH2:27][NH:38][CH2:37][C:34]5[CH:35]=[CH:36][S:32][CH:33]=5)[CH:22]=4)[CH:19]=3)[NH:14][CH:13]=2)[CH2:10][CH2:11]1)(=[O:5])=[O:4])[CH3:2]. The yield is 0.0780.